The task is: Regression. Given a peptide amino acid sequence and an MHC pseudo amino acid sequence, predict their binding affinity value. This is MHC class I binding data.. This data is from Peptide-MHC class I binding affinity with 185,985 pairs from IEDB/IMGT. The peptide sequence is FPREGVFVF. The MHC is HLA-A69:01 with pseudo-sequence HLA-A69:01. The binding affinity (normalized) is 0.0847.